Predict the product of the given reaction. From a dataset of Forward reaction prediction with 1.9M reactions from USPTO patents (1976-2016). (1) Given the reactants [C:1]([O:5][C:6]([NH:8][C@@H:9]([CH2:39][CH2:40][CH2:41][CH2:42][NH:43][C:44]([O:46][C:47]([CH3:50])([CH3:49])[CH3:48])=[O:45])[C:10]([NH:12][CH2:13][CH2:14][CH2:15][CH2:16][C@H:17]([NH:21][C:22]([O:24][CH2:25][CH:26]1[C:38]2[CH:37]=[CH:36][CH:35]=[CH:34][C:33]=2[C:32]2[C:27]1=[CH:28][CH:29]=[CH:30][CH:31]=2)=[O:23])[C:18]([OH:20])=[O:19])=[O:11])=[O:7])([CH3:4])([CH3:3])[CH3:2].[C:51]1([CH2:57]O)[CH:56]=[CH:55][CH:54]=[CH:53][CH:52]=1.ON1C2N=CC=CC=2N=N1.Cl.C(N=C=NCCCN(C)C)C.C(N(C(C)C)C(C)C)C, predict the reaction product. The product is: [CH2:57]([O:19][C:18](=[O:20])[C@@H:17]([NH:21][C:22]([O:24][CH2:25][CH:26]1[C:27]2[CH:28]=[CH:29][CH:30]=[CH:31][C:32]=2[C:33]2[C:38]1=[CH:37][CH:36]=[CH:35][CH:34]=2)=[O:23])[CH2:16][CH2:15][CH2:14][CH2:13][NH:12][C:10](=[O:11])[C@@H:9]([NH:8][C:6]([O:5][C:1]([CH3:4])([CH3:3])[CH3:2])=[O:7])[CH2:39][CH2:40][CH2:41][CH2:42][NH:43][C:44]([O:46][C:47]([CH3:50])([CH3:49])[CH3:48])=[O:45])[C:51]1[CH:56]=[CH:55][CH:54]=[CH:53][CH:52]=1. (2) Given the reactants [OH:1][CH2:2][N:3]1[C:7](=[O:8])[CH2:6][N:5]([CH2:9][C:10]#[CH:11])[C:4]1=[O:12].[CH:13]([O:16][N:17]=[CH:18]/[C:19](/[CH3:29])=[CH:20]/[C@@H:21]1[C@@H:23]([C:24](O)=[O:25])[C:22]1([CH3:28])[CH3:27])([CH3:15])[CH3:14].C(Cl)(Cl)Cl.Cl.C(N=C=NCCCN(C)C)C, predict the reaction product. The product is: [CH:13]([O:16][N:17]=[CH:18]/[C:19](/[CH3:29])=[CH:20]/[C@@H:21]1[C@@H:23]([C:24]([O:1][CH2:2][N:3]2[C:7](=[O:8])[CH2:6][N:5]([CH2:9][C:10]#[CH:11])[C:4]2=[O:12])=[O:25])[C:22]1([CH3:27])[CH3:28])([CH3:15])[CH3:14].